From a dataset of Reaction yield outcomes from USPTO patents with 853,638 reactions. Predict the reaction yield, written as a fraction of the theoretical maximum amount of product (1.0 means a 100% yield; for example, 0.34 means a 34% yield). (1) No catalyst specified. The reactants are [F:1][C:2]1[CH:7]=[CH:6][C:5]([O:8][CH3:9])=[CH:4][C:3]=1[NH:10][C:11]([NH2:13])=[O:12].[C:14]1(=O)[CH2:19][CH2:18][CH2:17][CH2:16][CH2:15]1. The product is [F:1][C:2]1[CH:7]=[CH:6][C:5]([O:8][CH3:9])=[C:4]2[C:3]=1[NH:10][C:11](=[O:12])[NH:13][C:14]12[CH2:19][CH2:18][CH2:17][CH2:16][CH2:15]1. The yield is 0.700. (2) The product is [CH2:23]([O:30][C:31]1[CH:36]=[CH:35][N:34]([C:2]2[CH:3]=[CH:4][C:5]3[S:21][C:8]4[CH2:9][N:10]([C:14]([O:16][C:17]([CH3:20])([CH3:19])[CH3:18])=[O:15])[CH2:11][CH2:12][CH2:13][C:7]=4[C:6]=3[CH:22]=2)[C:33](=[O:37])[CH:32]=1)[C:24]1[CH:25]=[CH:26][CH:27]=[CH:28][CH:29]=1. The yield is 0.640. No catalyst specified. The reactants are Br[C:2]1[CH:3]=[CH:4][C:5]2[S:21][C:8]3[CH2:9][N:10]([C:14]([O:16][C:17]([CH3:20])([CH3:19])[CH3:18])=[O:15])[CH2:11][CH2:12][CH2:13][C:7]=3[C:6]=2[CH:22]=1.[CH2:23]([O:30][C:31]1[CH:36]=[CH:35][NH:34][C:33](=[O:37])[CH:32]=1)[C:24]1[CH:29]=[CH:28][CH:27]=[CH:26][CH:25]=1. (3) The reactants are [Cl-].[Cl:2][C:3]1[C:10]([Cl:11])=[CH:9][CH:8]=[CH:7][C:4]=1[CH2:5][Zn+].I[C:13]1[CH:18]=[CH:17][C:16]([N+:19]([O-:21])=[O:20])=[CH:15][CH:14]=1.[Cl-].[NH4+]. The product is [Cl:11][C:10]1[CH:9]=[CH:8][CH:7]=[C:4]([CH2:5][C:13]2[CH:18]=[CH:17][C:16]([N+:19]([O-:21])=[O:20])=[CH:15][CH:14]=2)[C:3]=1[Cl:2]. The yield is 0.760. The catalyst is C1COCC1.C1C=CC(/C=C/C(/C=C/C2C=CC=CC=2)=O)=CC=1.C1C=CC(/C=C/C(/C=C/C2C=CC=CC=2)=O)=CC=1.[Pd].O1C=CC=C1P(C1OC=CC=1)C1OC=CC=1. (4) The reactants are [CH3:1][C@@H:2]([NH:12][CH2:13][C@H:14]([OH:25])[C:15]1[CH:16]=[CH:17][C:18]([OH:24])=[C:19]([NH:21][CH:22]=[O:23])[CH:20]=1)[CH2:3][C:4]1[CH:5]=[CH:6][C:7]([O:10][CH3:11])=[CH:8][CH:9]=1.[C:26]([OH:35])(=[O:34])[C@@H:27]([C@H:29]([C:31]([OH:33])=[O:32])[OH:30])[OH:28]. The catalyst is CO. The product is [CH3:1][C@@H:2]([NH:12][CH2:13][C@H:14]([OH:25])[C:15]1[CH:16]=[CH:17][C:18]([OH:24])=[C:19]([NH:21][CH:22]=[O:23])[CH:20]=1)[CH2:3][C:4]1[CH:5]=[CH:6][C:7]([O:10][CH3:11])=[CH:8][CH:9]=1.[C:31]([C@@H:29]([C@H:27]([C:26]([O-:35])=[O:34])[OH:28])[OH:30])([O-:33])=[O:32]. The yield is 0.998. (5) The yield is 0.640. The catalyst is O1CCOCC1.CCOC(C)=O. The reactants are [NH:1]1[CH2:6][CH2:5][O:4][CH2:3][CH2:2]1.[F:7][C:8]1[CH:13]=[CH:12][CH:11]=[CH:10][C:9]=1[C:14]1[C:19]([C:20]([O:22][CH2:23][CH3:24])=[O:21])=[C:18]([CH3:25])[NH:17][C:16](=O)[N:15]=1.C1CN([P+](Br)(N2CCCC2)N2CCCC2)CC1.F[P-](F)(F)(F)(F)F.C(N(CC)CC)C. The product is [CH2:23]([O:22][C:20]([C:19]1[C:14]([C:9]2[CH:10]=[CH:11][CH:12]=[CH:13][C:8]=2[F:7])=[N:15][C:16]([N:1]2[CH2:6][CH2:5][O:4][CH2:3][CH2:2]2)=[N:17][C:18]=1[CH3:25])=[O:21])[CH3:24]. (6) The reactants are [C:1]1([NH2:8])[CH:6]=[CH:5][CH:4]=[CH:3][C:2]=1[NH2:7].C(N(C(C)C)CC)(C)C.C([O:20][C:21](=O)[C:22](Br)([CH3:24])[CH3:23])C. The catalyst is CN(C=O)C. The product is [CH3:23][C:22]1([CH3:24])[NH:8][C:1]2[C:2](=[CH:3][CH:4]=[CH:5][CH:6]=2)[NH:7][C:21]1=[O:20]. The yield is 0.600. (7) The reactants are O1C2C=CC=CC=2CC1.[O:10]1[C:14]2[CH:15]=[CH:16][C:17]([N:19]([C:29]([O:31][CH2:32][C:33]([Cl:36])([Cl:35])[Cl:34])=[O:30])[NH:20][C:21]([O:23][CH2:24][C:25]([Cl:28])([Cl:27])[Cl:26])=[O:22])=[CH:18][C:13]=2[CH2:12][CH2:11]1.N(C(OCC(Cl)(Cl)Cl)=O)NC(OCC(Cl)(Cl)Cl)=O. The catalyst is ClCCl.[Cl-].[Zn+2].[Cl-]. The product is [O:10]1[C:14]2[CH:15]=[CH:16][C:17]([N:19]([C:29]([O:31][CH2:32][C:33]([Cl:34])([Cl:35])[Cl:36])=[O:30])[NH:20][C:21]([O:23][CH2:24][C:25]([Cl:27])([Cl:28])[Cl:26])=[O:22])=[CH:18][C:13]=2[CH2:12][CH2:11]1. The yield is 0.966.